Dataset: Forward reaction prediction with 1.9M reactions from USPTO patents (1976-2016). Task: Predict the product of the given reaction. Given the reactants Cl[C:2]1[C:3]2[N:4]([CH:10]=[CH:11][CH:12]=2)[N:5]=[CH:6][C:7]=1[C:8]#[N:9].[O:13]1[CH:17]=[CH:16][CH:15]=[C:14]1[CH:18]([N:21]([CH3:23])[CH3:22])[CH2:19][NH2:20].CCN(C(C)C)C(C)C, predict the reaction product. The product is: [CH3:22][N:21]([CH3:23])[CH:18]([C:14]1[O:13][CH:17]=[CH:16][CH:15]=1)[CH2:19][NH:20][C:2]1[C:3]2[N:4]([CH:10]=[CH:11][CH:12]=2)[N:5]=[CH:6][C:7]=1[C:8]#[N:9].